This data is from Full USPTO retrosynthesis dataset with 1.9M reactions from patents (1976-2016). The task is: Predict the reactants needed to synthesize the given product. (1) Given the product [Cl:40][C:41]1[CH:49]=[CH:48][C:44]([C:45]([O:1][CH:2]2[CH2:20][CH:19]3[N:4]([C:5](=[O:39])[CH:6]([NH:31][C:32]([O:34][C:35]([CH3:36])([CH3:38])[CH3:37])=[O:33])[CH2:7][CH2:8][CH2:9][CH2:10][CH2:11][CH:12]=[CH:13][CH:14]4[C:16]([C:22]([NH:24][S:25]([CH:28]5[CH2:30][CH2:29]5)(=[O:27])=[O:26])=[O:23])([NH:17][C:18]3=[O:21])[CH2:15]4)[CH2:3]2)=[O:46])=[CH:43][CH:42]=1, predict the reactants needed to synthesize it. The reactants are: [OH:1][CH:2]1[CH2:20][CH:19]2[N:4]([C:5](=[O:39])[CH:6]([NH:31][C:32]([O:34][C:35]([CH3:38])([CH3:37])[CH3:36])=[O:33])[CH2:7][CH2:8][CH2:9][CH2:10][CH2:11][CH:12]=[CH:13][CH:14]3[C:16]([C:22]([NH:24][S:25]([CH:28]4[CH2:30][CH2:29]4)(=[O:27])=[O:26])=[O:23])([NH:17][C:18]2=[O:21])[CH2:15]3)[CH2:3]1.[Cl:40][C:41]1[CH:49]=[CH:48][C:44]([C:45](Cl)=[O:46])=[CH:43][CH:42]=1. (2) Given the product [Cl:7][C:8]1[C:17]2[C:12](=[CH:13][C:14]([O:18][CH3:19])=[CH:15][CH:16]=2)[C:11]([O:20][CH2:22][CH2:23][O:24][CH3:25])=[CH:10][N:9]=1, predict the reactants needed to synthesize it. The reactants are: C(=O)([O-])[O-].[K+].[K+].[Cl:7][C:8]1[C:17]2[C:12](=[CH:13][C:14]([O:18][CH3:19])=[CH:15][CH:16]=2)[C:11]([OH:20])=[CH:10][N:9]=1.Br[CH2:22][CH2:23][O:24][CH3:25]. (3) Given the product [C:1]12([C:11]3[CH:12]=[C:13]([C:19]4[CH:20]=[C:21]([CH:31]=[CH:32][CH:33]=4)[CH:22]=[C:23]4[S:27][C:26]([NH:34][N:35]5[CH2:39][CH2:38][CH2:37][CH2:36]5)=[N:25][C:24]4=[O:30])[CH:14]=[C:15]([F:18])[C:16]=3[OH:17])[CH2:8][CH:7]3[CH2:9][CH:3]([CH2:4][CH:5]([CH2:6]3)[CH2:10]1)[CH2:2]2, predict the reactants needed to synthesize it. The reactants are: [C:1]12([C:11]3[CH:12]=[C:13]([C:19]4[CH:20]=[C:21]([CH:31]=[CH:32][CH:33]=4)[CH:22]=[C:23]4[S:27][C:26](SC)=[N:25][C:24]4=[O:30])[CH:14]=[C:15]([F:18])[C:16]=3[OH:17])[CH2:10][CH:5]3[CH2:6][CH:7]([CH2:9][CH:3]([CH2:4]3)[CH2:2]1)[CH2:8]2.[NH2:34][N:35]1[CH2:39][CH2:38][CH2:37][CH2:36]1.